Predict the product of the given reaction. From a dataset of Forward reaction prediction with 1.9M reactions from USPTO patents (1976-2016). (1) Given the reactants [Br:1][C:2]1[CH:7]=[CH:6][C:5]([CH:8]2[NH:12][C:11]3([CH2:16][CH2:15][CH2:14][CH2:13]3)[NH:10][C:9]2=[O:17])=[CH:4][CH:3]=1.BrN1C(=O)CCC1=O.C(=O)([O-])O.[Na+], predict the reaction product. The product is: [Br:1][C:2]1[CH:3]=[CH:4][C:5]([C:8]2[C:9](=[O:17])[NH:10][C:11]3([CH2:16][CH2:15][CH2:14][CH2:13]3)[N:12]=2)=[CH:6][CH:7]=1. (2) Given the reactants [CH2:1]([O:3][C:4](=[O:67])[CH2:5][CH2:6][C:7]([C:10]1[CH:11]=[C:12]2[C:20](=[CH:21][CH:22]=1)[N:19]([CH2:23][CH:24]([CH2:29][CH3:30])[CH2:25][CH2:26][CH2:27][CH3:28])[C:18]1[C:13]2=[CH:14][C:15]([C:35](=[O:66])[C:36]2[CH:41]=[CH:40][C:39]([N:42]3[C:54]4[CH:53]=[CH:52][C:51]([C:55](=[N:64][OH:65])[CH2:56][CH2:57][C:58]([O:60][CH2:61][CH2:62][CH3:63])=[O:59])=[CH:50][C:49]=4[C:48]4[C:43]3=[CH:44][CH:45]=[CH:46][CH:47]=4)=[CH:38][CH:37]=2)=[C:16]2[CH:34]=[CH:33][CH:32]=[CH:31][C:17]2=1)=[N:8][OH:9])[CH3:2].C(N([CH2:73][CH3:74])CC)C.[C:75](Cl)(=[O:77])[CH3:76].[OH2:79], predict the reaction product. The product is: [CH2:1]([O:3][C:4](=[O:67])[CH2:5][CH2:6][C:7]([C:10]1[CH:11]=[C:12]2[C:20](=[CH:21][CH:22]=1)[N:19]([CH2:23][CH:24]([CH2:29][CH3:30])[CH2:25][CH2:26][CH2:27][CH3:28])[C:18]1[C:13]2=[CH:14][C:15]([C:35](=[O:66])[C:36]2[CH:41]=[CH:40][C:39]([N:42]3[C:54]4[CH:53]=[CH:52][C:51]([C:55](=[N:64][O:65][C:73](=[O:79])[CH3:74])[CH2:56][CH2:57][C:58]([O:60][CH2:61][CH2:62][CH3:63])=[O:59])=[CH:50][C:49]=4[C:48]4[C:43]3=[CH:44][CH:45]=[CH:46][CH:47]=4)=[CH:38][CH:37]=2)=[C:16]2[CH:34]=[CH:33][CH:32]=[CH:31][C:17]2=1)=[N:8][O:9][C:75](=[O:77])[CH3:76])[CH3:2]. (3) Given the reactants [CH2:1]([O:3][C:4](=[O:33])[CH2:5][NH:6][CH2:7][C:8]1[CH:13]=[CH:12][CH:11]=[C:10]([O:14][CH2:15][CH2:16][C:17]2[N:18]=[C:19]([C:23]3[CH:28]=[CH:27][C:26]([C:29]([F:32])([F:31])[F:30])=[CH:25][CH:24]=3)[O:20][C:21]=2[CH3:22])[CH:9]=1)[CH3:2].[C:34]([N:44]([S:46](Cl)(=[O:48])=[O:47])[CH3:45])(=[O:43])[C:35]1[CH:40]=[CH:39][C:38]([O:41][CH3:42])=[CH:37][CH:36]=1.C(N(CC)CC)C, predict the reaction product. The product is: [CH2:1]([O:3][C:4](=[O:33])[CH2:5][N:6]([S:46]([N:44]([C:34](=[O:43])[C:35]1[CH:40]=[CH:39][C:38]([O:41][CH3:42])=[CH:37][CH:36]=1)[CH3:45])(=[O:47])=[O:48])[CH2:7][C:8]1[CH:13]=[CH:12][CH:11]=[C:10]([O:14][CH2:15][CH2:16][C:17]2[N:18]=[C:19]([C:23]3[CH:28]=[CH:27][C:26]([C:29]([F:30])([F:32])[F:31])=[CH:25][CH:24]=3)[O:20][C:21]=2[CH3:22])[CH:9]=1)[CH3:2]. (4) Given the reactants [N+:1]([C:4]1[CH:9]=[CH:8][C:7]([CH2:10][N:11]2[N:15]=[CH:14][CH:13]=[N:12]2)=[CH:6][CH:5]=1)([O-])=O, predict the reaction product. The product is: [N:12]1[N:11]([CH2:10][C:7]2[CH:8]=[CH:9][C:4]([NH2:1])=[CH:5][CH:6]=2)[N:15]=[CH:14][CH:13]=1. (5) Given the reactants [CH2:1]([O:3][C:4]1[CH:9]=[CH:8][C:7]([CH3:10])=[CH:6][C:5]=1[NH:11][C:12](NC1C=C2C(=CC=1)N(CCC)NC2=O)=[O:13])C.C(N1C2C(=CC([N+]([O-])=O)=CC=2)C(=O)N1)C=C, predict the reaction product. The product is: [CH3:1][O:3][C:4]1[CH:9]=[CH:8][C:7]([CH3:10])=[CH:6][C:5]=1[N:11]=[C:12]=[O:13]. (6) Given the reactants Cl[C:2]1[N:7]=[N:6][C:5]([C:8]([NH2:10])=[O:9])=[C:4]([NH:11][C:12]2[CH:17]=[CH:16][CH:15]=[C:14]([CH:18]3[CH2:21][CH2:20][CH2:19]3)[N:13]=2)[CH:3]=1.[NH2:22][C@@H:23]1[CH2:28][CH2:27][CH2:26][CH2:25][C@@H:24]1[NH:29][C:30](=[O:36])[O:31][C:32]([CH3:35])([CH3:34])[CH3:33], predict the reaction product. The product is: [C:8]([C:5]1[N:6]=[N:7][C:2]([NH:22][C@@H:23]2[CH2:28][CH2:27][CH2:26][CH2:25][C@@H:24]2[NH:29][C:30](=[O:36])[O:31][C:32]([CH3:34])([CH3:33])[CH3:35])=[CH:3][C:4]=1[NH:11][C:12]1[CH:17]=[CH:16][CH:15]=[C:14]([CH:18]2[CH2:21][CH2:20][CH2:19]2)[N:13]=1)(=[O:9])[NH2:10].